From a dataset of Reaction yield outcomes from USPTO patents with 853,638 reactions. Predict the reaction yield, written as a fraction of the theoretical maximum amount of product (1.0 means a 100% yield; for example, 0.34 means a 34% yield). (1) The reactants are [CH2:1]([CH:8]1[CH2:13][CH2:12][N:11]([C:14]2N[C:16]3[CH:22]=[C:21]([C:23]([NH2:25])=[O:24])[CH:20]=[CH:19][C:17]=3[N:18]=2)[CH2:10][CH2:9]1)[C:2]1[CH:7]=[CH:6][CH:5]=[CH:4][CH:3]=1.[OH-].[K+].I[CH:29]([CH3:31])[CH3:30].[CH3:32]C(C)=O. No catalyst specified. The product is [CH2:1]([CH:8]1[CH2:13][CH2:12][N:11]([C:14]2[N:18]([CH:29]([CH3:31])[CH3:30])[C:17]3[C:16]([CH:32]=2)=[CH:22][C:21]([C:23]([NH2:25])=[O:24])=[CH:20][CH:19]=3)[CH2:10][CH2:9]1)[C:2]1[CH:3]=[CH:4][CH:5]=[CH:6][CH:7]=1. The yield is 0.500. (2) The reactants are [C:1]([O:4][CH2:5][CH2:6][C:7]1[CH:12]=[CH:11][C:10]([N:13]2[C:17]3[CH:18]=[C:19]([Cl:26])[C:20]([C:22]([F:25])([F:24])[F:23])=[CH:21][C:16]=3[N:15]=[C:14]2[C:27](O)([CH3:29])[CH3:28])=[CH:9][CH:8]=1)(=[O:3])[CH3:2].S(Cl)([Cl:33])=O.O. The catalyst is ClCCl. The product is [C:1]([O:4][CH2:5][CH2:6][C:7]1[CH:12]=[CH:11][C:10]([N:13]2[C:17]3[CH:18]=[C:19]([Cl:26])[C:20]([C:22]([F:24])([F:23])[F:25])=[CH:21][C:16]=3[N:15]=[C:14]2[C:27]([Cl:33])([CH3:29])[CH3:28])=[CH:9][CH:8]=1)(=[O:3])[CH3:2]. The yield is 0.870. (3) The reactants are [N+:1]([O-:4])(O)=[O:2].[CH2:5]([O:12][C:13]1[CH:20]=[CH:19][C:16]([C:17]#[N:18])=[CH:15][C:14]=1[O:21][CH3:22])[C:6]1[CH:11]=[CH:10][CH:9]=[CH:8][CH:7]=1. The catalyst is C(O)(=O)C. The product is [CH2:5]([O:12][C:13]1[CH:20]=[C:19]([N+:1]([O-:4])=[O:2])[C:16]([C:17]#[N:18])=[CH:15][C:14]=1[O:21][CH3:22])[C:6]1[CH:7]=[CH:8][CH:9]=[CH:10][CH:11]=1. The yield is 0.850. (4) The reactants are [F:1][C:2]1[CH:7]=[CH:6][CH:5]=[CH:4][C:3]=1[C:8]1[NH:19][C:11]2=[N:12][CH:13]=[C:14]([N+:16]([O-])=O)[CH:15]=[C:10]2[N:9]=1.Cl. The catalyst is [Fe].CO. The product is [F:1][C:2]1[CH:7]=[CH:6][CH:5]=[CH:4][C:3]=1[C:8]1[NH:19][C:11]2=[N:12][CH:13]=[C:14]([NH2:16])[CH:15]=[C:10]2[N:9]=1. The yield is 0.684. (5) The reactants are Cl.[F:2][C:3]1[CH:4]=[C:5]([C:9]2([NH2:15])[CH2:14][CH2:13][CH2:12][CH2:11][CH2:10]2)[CH:6]=[CH:7][CH:8]=1.Cl[C:17]1[N:22]=[CH:21][C:20]([C:23]([O:25][CH2:26][CH3:27])=[O:24])=[CH:19][N:18]=1.CCN(C(C)C)C(C)C. The catalyst is O1CCOCC1. The product is [F:2][C:3]1[CH:4]=[C:5]([C:9]2([NH:15][C:17]3[N:18]=[CH:19][C:20]([C:23]([O:25][CH2:26][CH3:27])=[O:24])=[CH:21][N:22]=3)[CH2:14][CH2:13][CH2:12][CH2:11][CH2:10]2)[CH:6]=[CH:7][CH:8]=1. The yield is 0.400. (6) The reactants are [CH3:1][O:2][C:3]1[C:4]([NH:16][C:17](=[O:22])[C:18]([CH3:21])([CH3:20])[CH3:19])=[C:5]([C:9]([C:12]([F:15])([F:14])[F:13])=[CH:10][CH:11]=1)[C:6]([OH:8])=[O:7].S(OC)(O[CH3:27])(=O)=O.C(=O)(O)[O-].[Na+].O. The catalyst is CC(C)=O. The product is [CH3:27][O:7][C:6](=[O:8])[C:5]1[C:9]([C:12]([F:15])([F:14])[F:13])=[CH:10][CH:11]=[C:3]([O:2][CH3:1])[C:4]=1[NH:16][C:17](=[O:22])[C:18]([CH3:19])([CH3:21])[CH3:20]. The yield is 0.950. (7) The reactants are [CH3:1][C:2]1[N:10]([CH2:11][C:12]2[CH:17]=[CH:16][C:15](/[CH:18]=[CH:19]/[CH2:20][O:21][C@H:22]([CH3:31])[C:23](N3CCOCC3)=[O:24])=[CH:14][CH:13]=2)[C:5]2=[N:6][CH:7]=[CH:8][CH:9]=[C:4]2[C:3]=1[C:32]([C:34]1[CH:39]=[CH:38][C:37]([CH3:40])=[CH:36][CH:35]=1)=[O:33].C1C[O:44]CC1.[OH-].[Li+]. The catalyst is CO.O. The product is [CH3:1][C:2]1[N:10]([CH2:11][C:12]2[CH:13]=[CH:14][C:15](/[CH:18]=[CH:19]/[CH2:20][O:21][C@H:22]([CH3:31])[C:23]([OH:44])=[O:24])=[CH:16][CH:17]=2)[C:5]2=[N:6][CH:7]=[CH:8][CH:9]=[C:4]2[C:3]=1[C:32](=[O:33])[C:34]1[CH:39]=[CH:38][C:37]([CH3:40])=[CH:36][CH:35]=1. The yield is 0.960.